Dataset: Full USPTO retrosynthesis dataset with 1.9M reactions from patents (1976-2016). Task: Predict the reactants needed to synthesize the given product. Given the product [C:1]1([N:7]2[C:15]3[CH2:14][CH2:13][CH2:12][CH:11]([CH2:16][C:17]([O:19][CH2:20][CH3:21])=[O:18])[C:10]=3[CH:9]=[N:8]2)[CH:2]=[CH:3][CH:4]=[CH:5][CH:6]=1, predict the reactants needed to synthesize it. The reactants are: [C:1]1([N:7]2[C:15]3[CH2:14][CH2:13][CH2:12][C:11](=[CH:16][C:17]([O:19][CH2:20][CH3:21])=[O:18])[C:10]=3[CH:9]=[N:8]2)[CH:6]=[CH:5][CH:4]=[CH:3][CH:2]=1.